Dataset: Catalyst prediction with 721,799 reactions and 888 catalyst types from USPTO. Task: Predict which catalyst facilitates the given reaction. (1) Reactant: Br[C:2]1[C:3]([C:21]([F:24])([F:23])[F:22])=[N:4][N:5]([CH2:12][C:13]2[CH:18]=[CH:17][C:16]([O:19][CH3:20])=[CH:15][CH:14]=2)[C:6]=1[C:7]([O:9][CH2:10][CH3:11])=[O:8].C([Sn](CCCC)(CCCC)[C:30]([F:32])=[CH2:31])CCC. Product: [F:32][C:30]([C:2]1[C:3]([C:21]([F:24])([F:23])[F:22])=[N:4][N:5]([CH2:12][C:13]2[CH:18]=[CH:17][C:16]([O:19][CH3:20])=[CH:15][CH:14]=2)[C:6]=1[C:7]([O:9][CH2:10][CH3:11])=[O:8])=[CH2:31]. The catalyst class is: 3. (2) Reactant: Cl[S:2]([C:5]1[CH:10]=[CH:9][C:8]([S:11][C:12]2[C:20]3[CH2:19][C:18]([CH3:22])([CH3:21])[CH2:17][CH2:16][C:15]=3[N:14]([CH2:23][C:24]([O:26][CH2:27][CH3:28])=[O:25])[C:13]=2[CH3:29])=[CH:7][CH:6]=1)(=[O:4])=[O:3].[NH:30]1[CH2:35][CH2:34][O:33][CH2:32][CH2:31]1. Product: [CH3:29][C:13]1[N:14]([CH2:23][C:24]([O:26][CH2:27][CH3:28])=[O:25])[C:15]2[CH2:16][CH2:17][C:18]([CH3:22])([CH3:21])[CH2:19][C:20]=2[C:12]=1[S:11][C:8]1[CH:9]=[CH:10][C:5]([S:2]([N:30]2[CH2:35][CH2:34][O:33][CH2:32][CH2:31]2)(=[O:4])=[O:3])=[CH:6][CH:7]=1. The catalyst class is: 2.